Dataset: Forward reaction prediction with 1.9M reactions from USPTO patents (1976-2016). Task: Predict the product of the given reaction. (1) The product is: [CH2:1]([O:8][C:9]1[CH:14]=[CH:13][CH:12]=[CH:11][C:10]=1[CH:27]([OH:28])[C:24]1[CH:23]=[CH:22][C:21]([C:19]([O:18][CH3:17])=[O:20])=[CH:26][CH:25]=1)[C:2]1[CH:7]=[CH:6][CH:5]=[CH:4][CH:3]=1. Given the reactants [CH2:1]([O:8][C:9]1[CH:14]=[CH:13][CH:12]=[CH:11][C:10]=1Br)[C:2]1[CH:7]=[CH:6][CH:5]=[CH:4][CH:3]=1.[Mg].[CH3:17][O:18][C:19]([C:21]1[CH:26]=[CH:25][C:24]([CH:27]=[O:28])=[CH:23][CH:22]=1)=[O:20].Cl, predict the reaction product. (2) Given the reactants [N:1]([O:3][CH3:4])=[O:2].[CH2:5](O)C.[CH2:8]([OH:11])[CH2:9][CH3:10].O=O, predict the reaction product. The product is: [N:1]([O:3][CH2:4][CH3:5])=[O:2].[N:1]([O:11][CH2:8][CH2:9][CH3:10])=[O:2].[N:1]([O:3][CH2:4][CH2:8][CH2:9][CH3:10])=[O:2]. (3) Given the reactants CON(C)[C:4]([C:6]1[C:14]2[C:9](=[CH:10][CH:11]=[C:12]([N+:15]([O-:17])=[O:16])[CH:13]=2)[N:8]([CH2:18][O:19][CH2:20][CH2:21][Si:22]([CH3:25])([CH3:24])[CH3:23])[N:7]=1)=[O:5].[H-].C([Al+]CC(C)C)C(C)C.C(O)(=O)C, predict the reaction product. The product is: [N+:15]([C:12]1[CH:13]=[C:14]2[C:9](=[CH:10][CH:11]=1)[N:8]([CH2:18][O:19][CH2:20][CH2:21][Si:22]([CH3:23])([CH3:25])[CH3:24])[N:7]=[C:6]2[CH:4]=[O:5])([O-:17])=[O:16].